Predict the reaction yield, written as a fraction of the theoretical maximum amount of product (1.0 means a 100% yield; for example, 0.34 means a 34% yield). From a dataset of Reaction yield outcomes from USPTO patents with 853,638 reactions. (1) The reactants are [CH3:1][O:2][C:3]1[N:8]=[CH:7][C:6]([N:9]2[C:13]([C:14]3[CH:19]=[CH:18][C:17]([CH3:20])=[CH:16][N:15]=3)=[CH:12][C:11]([C:21]([OH:23])=O)=[N:10]2)=[CH:5][CH:4]=1.Cl.[CH3:25][NH:26][CH3:27]. No catalyst specified. The product is [CH3:25][N:26]([CH3:27])[C:21]([C:11]1[CH:12]=[C:13]([C:14]2[CH:19]=[CH:18][C:17]([CH3:20])=[CH:16][N:15]=2)[N:9]([C:6]2[CH:7]=[N:8][C:3]([O:2][CH3:1])=[CH:4][CH:5]=2)[N:10]=1)=[O:23]. The yield is 0.540. (2) The reactants are [NH2:1][C:2]1[CH:10]=[C:9]([Cl:11])[CH:8]=[C:7]([F:12])[C:3]=1[C:4](O)=[O:5].CC[N:15]=C=NCCCN(C)C.Cl.C1C=CC2N(O)N=NC=2C=1.N. The catalyst is O1CCCC1. The product is [NH2:1][C:2]1[CH:10]=[C:9]([Cl:11])[CH:8]=[C:7]([F:12])[C:3]=1[C:4]([NH2:15])=[O:5]. The yield is 0.920. (3) The reactants are [C:1]([C:3]1[C:4]([CH2:19][C:20]2[CH:29]=[CH:28][C:27]3[C:22](=[CH:23][CH:24]=[CH:25][CH:26]=3)[CH:21]=2)=[C:5]([C:14]([O:16][CH2:17][CH3:18])=[O:15])[S:6][C:7]=1[N:8]1[CH2:13][CH2:12][O:11][CH2:10][CH2:9]1)#[N:2].[CH3:30]I. The catalyst is CN(C)C=O. The product is [C:1]([C:3]1[C:4]([CH:19]([C:20]2[CH:29]=[CH:28][C:27]3[C:22](=[CH:23][CH:24]=[CH:25][CH:26]=3)[CH:21]=2)[CH3:30])=[C:5]([C:14]([O:16][CH2:17][CH3:18])=[O:15])[S:6][C:7]=1[N:8]1[CH2:13][CH2:12][O:11][CH2:10][CH2:9]1)#[N:2]. The yield is 0.787. (4) The reactants are [N:1]1[C:10]2[C:5](=[CH:6][CH:7]=[CH:8][C:9]=2[OH:11])[CH:4]=[CH:3][C:2]=1O.O=P(Cl)(Cl)[Cl:15]. No catalyst specified. The product is [Cl:15][C:2]1[CH:3]=[CH:4][C:5]2[C:10](=[C:9]([OH:11])[CH:8]=[CH:7][CH:6]=2)[N:1]=1. The yield is 0.700. (5) The reactants are Cl.[NH2:2][CH2:3][C:4]([NH2:6])=[O:5].[OH-].[Na+].[C:9]1([C:15]([C:17]([C:19]2[CH:24]=[CH:23][CH:22]=[CH:21][CH:20]=2)=O)=O)[CH:14]=[CH:13][CH:12]=[CH:11][CH:10]=1.Cl. The catalyst is CO. The product is [OH:5][C:4]1[CH:3]=[N:2][C:17]([C:19]2[CH:24]=[CH:23][CH:22]=[CH:21][CH:20]=2)=[C:15]([C:9]2[CH:14]=[CH:13][CH:12]=[CH:11][CH:10]=2)[N:6]=1. The yield is 0.800. (6) The reactants are [C:1]([O:5][C:6](=[O:44])[NH:7][CH:8]([CH2:17][C:18]1[CH:23]=[CH:22][C:21]([O:24][C:25]2[CH:30]=[CH:29][C:28]([CH2:31][CH2:32][C:33](=[O:43])[NH:34][O:35]CC3C=CC=CC=3)=[CH:27][CH:26]=2)=[CH:20][CH:19]=1)[C:9]([N:11]1[CH2:16][CH2:15][O:14][CH2:13][CH2:12]1)=[O:10])([CH3:4])([CH3:3])[CH3:2].[H][H]. The catalyst is CO.[Pd]. The product is [C:1]([O:5][C:6](=[O:44])[NH:7][CH:8]([CH2:17][C:18]1[CH:23]=[CH:22][C:21]([O:24][C:25]2[CH:26]=[CH:27][C:28]([CH2:31][CH2:32][C:33](=[O:43])[NH:34][OH:35])=[CH:29][CH:30]=2)=[CH:20][CH:19]=1)[C:9]([N:11]1[CH2:12][CH2:13][O:14][CH2:15][CH2:16]1)=[O:10])([CH3:4])([CH3:2])[CH3:3]. The yield is 0.810. (7) The reactants are [CH2:1]([O:8][C:9]1[CH:14]=[CH:13][C:12](Br)=[CH:11][N:10]=1)[C:2]1[CH:7]=[CH:6][CH:5]=[CH:4][CH:3]=1.C([Li])CCC.CN(C)[CH:23]=[O:24].O. The catalyst is O1CCCC1.C(OCC)(=O)C. The product is [CH2:1]([O:8][C:9]1[N:10]=[CH:11][C:12]([CH:23]=[O:24])=[CH:13][CH:14]=1)[C:2]1[CH:7]=[CH:6][CH:5]=[CH:4][CH:3]=1. The yield is 0.400.